Task: Regression. Given two drug SMILES strings and cell line genomic features, predict the synergy score measuring deviation from expected non-interaction effect.. Dataset: NCI-60 drug combinations with 297,098 pairs across 59 cell lines (1) Drug 1: C1=NC(=NC(=O)N1C2C(C(C(O2)CO)O)O)N. Drug 2: CCC1(CC2CC(C3=C(CCN(C2)C1)C4=CC=CC=C4N3)(C5=C(C=C6C(=C5)C78CCN9C7C(C=CC9)(C(C(C8N6C)(C(=O)OC)O)OC(=O)C)CC)OC)C(=O)OC)O.OS(=O)(=O)O. Cell line: NCI-H322M. Synergy scores: CSS=0.508, Synergy_ZIP=-0.337, Synergy_Bliss=-0.170, Synergy_Loewe=-0.648, Synergy_HSA=-0.142. (2) Drug 1: C1=CC(=C2C(=C1NCCNCCO)C(=O)C3=C(C=CC(=C3C2=O)O)O)NCCNCCO. Drug 2: CCCCCOC(=O)NC1=NC(=O)N(C=C1F)C2C(C(C(O2)C)O)O. Cell line: SF-295. Synergy scores: CSS=60.6, Synergy_ZIP=-4.78, Synergy_Bliss=-4.39, Synergy_Loewe=-66.8, Synergy_HSA=-3.74.